From a dataset of Reaction yield outcomes from USPTO patents with 853,638 reactions. Predict the reaction yield, written as a fraction of the theoretical maximum amount of product (1.0 means a 100% yield; for example, 0.34 means a 34% yield). (1) The reactants are [CH3:1][O:2][CH2:3][CH2:4][N:5]([CH2:7][C:8]#[N:9])[CH3:6]. The catalyst is CCO.[Ni]. The product is [CH3:1][O:2][CH2:3][CH2:4][N:5]([CH3:6])[CH2:7][CH2:8][NH2:9]. The yield is 0.790. (2) The reactants are Cl.CN(C)CCCN=C=NCC.[CH3:13][O:14][C:15](=[O:23])[CH2:16][CH2:17][CH2:18][CH2:19][C:20]([OH:22])=O.Cl.[NH2:25][CH2:26][C:27]([C:29]1[CH:34]=[CH:33][CH:32]=[CH:31][C:30]=1[O:35][CH3:36])=[O:28].C(N(CC)CC)C. The catalyst is CN(C)C1C=CN=CC=1.C(Cl)Cl. The product is [CH3:13][O:14][C:15](=[O:23])[CH2:16][CH2:17][CH2:18][CH2:19][C:20](=[O:22])[NH:25][CH2:26][C:27]([C:29]1[CH:34]=[CH:33][CH:32]=[CH:31][C:30]=1[O:35][CH3:36])=[O:28]. The yield is 0.800. (3) The reactants are [CH3:1][O:2][C:3]1[CH:11]=[CH:10][CH:9]=[C:8]([O:12][CH3:13])[C:4]=1[C:5]([OH:7])=O.C(OC(=O)[NH:20][C@@H:21]1[CH2:26][CH2:25][CH2:24][NH:23][CH2:22]1)(C)(C)C.CN(C(ON1N=NC2C=CC=CC1=2)=[N+](C)C)C.[B-](F)(F)(F)F.CCN(C(C)C)C(C)C. The catalyst is CN(C=O)C. The product is [NH2:20][C@@H:21]1[CH2:26][CH2:25][CH2:24][N:23]([C:5]([C:4]2[C:8]([O:12][CH3:13])=[CH:9][CH:10]=[CH:11][C:3]=2[O:2][CH3:1])=[O:7])[CH2:22]1. The yield is 0.110. (4) The reactants are [OH:1][C:2](=[CH:6][C:7]1[CH:12]=[CH:11][C:10]([N+:13]([O-:15])=[O:14])=[CH:9][CH:8]=1)[C:3](O)=[O:4].[C:16](=O)([O-])[O-].[Cs+].[Cs+].S([O:27][CH3:28])(OC)(=O)=O.O. The catalyst is CN(C=O)C.C(OCC)(=O)C. The product is [CH3:16][O:1][C:2](=[CH:6][C:7]1[CH:12]=[CH:11][C:10]([N+:13]([O-:15])=[O:14])=[CH:9][CH:8]=1)[C:3]([O:27][CH3:28])=[O:4]. The yield is 0.540. (5) The reactants are [CH2:1]([N:5]([CH2:18][CH2:19][CH2:20][CH3:21])[C:6]1[CH:11]=[CH:10][C:9]([CH:12]=[CH:13][CH:14]=O)=[C:8]([O:16][CH3:17])[CH:7]=1)[CH2:2][CH2:3][CH3:4].[C:22]([C:24]1[C:25](=[C:35]([C:38]#[N:39])[C:36]#[N:37])[O:26][C:27]([CH3:34])([C:30]([F:33])([F:32])[F:31])[C:28]=1[CH3:29])#[N:23]. The yield is 0.921. The catalyst is C(O)C. The product is [CH2:1]([N:5]([CH2:18][CH2:19][CH2:20][CH3:21])[C:6]1[CH:11]=[CH:10][C:9]([CH:12]=[CH:13][CH:14]=[CH:29][C:28]2[C:27]([CH3:34])([C:30]([F:33])([F:31])[F:32])[O:26][C:25](=[C:35]([C:38]#[N:39])[C:36]#[N:37])[C:24]=2[C:22]#[N:23])=[C:8]([O:16][CH3:17])[CH:7]=1)[CH2:2][CH2:3][CH3:4]. (6) The reactants are Cl.Cl.[N:3]1[N:4]=[C:5]([C:12]2[CH:21]=[CH:20][C:19]3[C:14](=[C:15]([O:22][CH2:23][C:24]4([F:30])[CH2:29][CH2:28][NH:27][CH2:26][CH2:25]4)[CH:16]=[CH:17][CH:18]=3)[N:13]=2)[N:6]2[CH:11]=[CH:10][CH:9]=[CH:8][C:7]=12.CN(C=O)C.Br[CH2:37][C:38]([NH2:40])=[O:39]. The catalyst is C1COCC1.ClCCl.C([O-])(O)=O.[Na+].O. The product is [N:3]1[N:4]=[C:5]([C:12]2[CH:21]=[CH:20][C:19]3[C:14](=[C:15]([O:22][CH2:23][C:24]4([F:30])[CH2:29][CH2:28][N:27]([CH2:37][C:38]([NH2:40])=[O:39])[CH2:26][CH2:25]4)[CH:16]=[CH:17][CH:18]=3)[N:13]=2)[N:6]2[CH:11]=[CH:10][CH:9]=[CH:8][C:7]=12. The yield is 0.290. (7) The reactants are Cl.[OH:2][C@H:3]1[C@@H:8]([OH:9])[C@H:7]([OH:10])[C@@H:6]([CH2:11][OH:12])[NH:5][C@@H:4]1[C:13]([NH:15][CH3:16])=[O:14].C(=O)([O-])[O-].[K+].[K+].[I-].[K+].Cl[CH2:26]/[CH:27]=[CH:28]/[C:29]1[CH:34]=[CH:33][C:32]([C:35]2[CH:40]=[CH:39][CH:38]=[CH:37][CH:36]=2)=[CH:31][CH:30]=1. The catalyst is CN(C=O)C. The product is [OH:2][C@H:3]1[C@@H:8]([OH:9])[C@H:7]([OH:10])[C@@H:6]([CH2:11][OH:12])[N:5]([CH2:26]/[CH:27]=[CH:28]/[C:29]2[CH:34]=[CH:33][C:32]([C:35]3[CH:40]=[CH:39][CH:38]=[CH:37][CH:36]=3)=[CH:31][CH:30]=2)[C@@H:4]1[C:13]([NH:15][CH3:16])=[O:14]. The yield is 0.550. (8) The reactants are [Cl:1][C:2]1[N:3]=[C:4](Cl)[C:5]2[O:10][CH:9]=[CH:8][C:6]=2[N:7]=1.C(N(CC)CC)C.[NH2:19][C:20]1[NH:24][N:23]=[C:22]([C:25]([NH:27][CH:28]2[CH2:30][CH2:29]2)=[O:26])[CH:21]=1. The catalyst is C(O)(C)C. The product is [Cl:1][C:2]1[N:3]=[C:4]([NH:19][C:20]2[NH:24][N:23]=[C:22]([C:25]([NH:27][CH:28]3[CH2:29][CH2:30]3)=[O:26])[CH:21]=2)[C:5]2[O:10][CH:9]=[CH:8][C:6]=2[N:7]=1. The yield is 0.380. (9) The reactants are [Cl:1][C:2]1[C:3]([NH:21][C@@H:22]2[CH2:27][CH2:26][CH2:25][CH2:24][C@H:23]2[NH:28][S:29]([CH3:32])(=[O:31])=[O:30])=[N:4][C:5]([NH:8][C:9]2[CH:10]=[CH:11][C:12]3[CH2:18][NH:17][CH2:16][CH2:15][N:14]([CH3:19])[C:13]=3[CH:20]=2)=[N:6][CH:7]=1.[C:33]([O:36][CH2:37][CH2:38]Br)(=[O:35])[CH3:34].C(N(CC)CC)C.CN(C=O)C. The catalyst is CO.ClCCl. The product is [Cl:1][C:2]1[C:3]([NH:21][C@@H:22]2[CH2:27][CH2:26][CH2:25][CH2:24][C@H:23]2[NH:28][S:29]([CH3:32])(=[O:30])=[O:31])=[N:4][C:5]([NH:8][C:9]2[CH:10]=[CH:11][C:12]3[CH2:18][N:17]([CH2:38][CH2:37][O:36][C:33](=[O:35])[CH3:34])[CH2:16][CH2:15][N:14]([CH3:19])[C:13]=3[CH:20]=2)=[N:6][CH:7]=1. The yield is 0.540.